From a dataset of Peptide-MHC class I binding affinity with 185,985 pairs from IEDB/IMGT. Regression. Given a peptide amino acid sequence and an MHC pseudo amino acid sequence, predict their binding affinity value. This is MHC class I binding data. (1) The peptide sequence is WEFVNTPPL. The MHC is HLA-B18:01 with pseudo-sequence HLA-B18:01. The binding affinity (normalized) is 0.836. (2) The peptide sequence is LFLDIECHF. The MHC is HLA-B15:01 with pseudo-sequence HLA-B15:01. The binding affinity (normalized) is 0.417. (3) The peptide sequence is TMNVTTHKY. The MHC is HLA-A02:03 with pseudo-sequence HLA-A02:03. The binding affinity (normalized) is 0. (4) The peptide sequence is ALYWALMES. The MHC is HLA-A24:03 with pseudo-sequence HLA-A24:03. The binding affinity (normalized) is 0.0847. (5) The peptide sequence is GSENYKSLY. The MHC is Mamu-A02 with pseudo-sequence Mamu-A02. The binding affinity (normalized) is 1.00. (6) The peptide sequence is RTLLGLILFV. The MHC is HLA-A02:01 with pseudo-sequence HLA-A02:01. The binding affinity (normalized) is 0.535. (7) The MHC is HLA-A03:01 with pseudo-sequence HLA-A03:01. The peptide sequence is FELLHFISS. The binding affinity (normalized) is 0.0847. (8) The peptide sequence is SSIEFARL. The MHC is Mamu-A01 with pseudo-sequence Mamu-A01. The binding affinity (normalized) is 0.149.